The task is: Regression. Given a peptide amino acid sequence and an MHC pseudo amino acid sequence, predict their binding affinity value. This is MHC class II binding data.. This data is from Peptide-MHC class II binding affinity with 134,281 pairs from IEDB. (1) The peptide sequence is INLIIHYVHRAGALG. The MHC is DRB1_0101 with pseudo-sequence DRB1_0101. The binding affinity (normalized) is 0.820. (2) The MHC is DRB1_0802 with pseudo-sequence DRB1_0802. The binding affinity (normalized) is 0.100. The peptide sequence is GQNYTYKWETFLTRE. (3) The peptide sequence is VAISRYLGKQFGLSG. The MHC is HLA-DQA10101-DQB10501 with pseudo-sequence HLA-DQA10101-DQB10501. The binding affinity (normalized) is 0.0377. (4) The peptide sequence is YTKFLANVSTVLTGK. The MHC is DRB3_0202 with pseudo-sequence DRB3_0202. The binding affinity (normalized) is 0.986.